Dataset: Forward reaction prediction with 1.9M reactions from USPTO patents (1976-2016). Task: Predict the product of the given reaction. (1) Given the reactants [F:1][C:2]([F:16])([F:15])[C:3](Br)=[N:4][NH:5][C:6]1[CH:11]=[CH:10][C:9]([O:12][CH3:13])=[CH:8][CH:7]=1.CC[N:19]([CH2:22][CH3:23])CC.[CH2:24](Cl)Cl.CCO[C:30]([CH3:32])=[O:31], predict the reaction product. The product is: [CH3:13][O:12][C:9]1[CH:10]=[CH:11][C:6]([N:5]2[C:32]3[C:30](=[O:31])[NH:19][CH2:22][CH2:23][C:24]=3[C:3]([C:2]([F:16])([F:15])[F:1])=[N:4]2)=[CH:7][CH:8]=1. (2) Given the reactants Br[C:2]1[CH:10]=[C:9]2[C:5]([C:6]([NH:11][CH3:12])=[N:7][NH:8]2)=[CH:4][CH:3]=1.[B:13]1([B:13]2[O:17][C:16]([CH3:19])([CH3:18])[C:15]([CH3:21])([CH3:20])[O:14]2)[O:17][C:16]([CH3:19])([CH3:18])[C:15]([CH3:21])([CH3:20])[O:14]1.CC([O-])=O.[K+], predict the reaction product. The product is: [CH3:12][NH:11][C:6]1[C:5]2[C:9](=[CH:10][C:2]([B:13]3[O:17][C:16]([CH3:19])([CH3:18])[C:15]([CH3:21])([CH3:20])[O:14]3)=[CH:3][CH:4]=2)[NH:8][N:7]=1. (3) The product is: [NH2:8][C:9]1[S:10][C:11]2[CH:17]=[C:16]([O:18][S:19]([C:22]3[S:23][CH:24]=[CH:25][CH:26]=3)(=[O:21])=[O:20])[CH:15]=[CH:14][C:12]=2[N:13]=1. Given the reactants C(OC([NH:8][C:9]1[S:10][C:11]2[CH:17]=[C:16]([O:18][S:19]([C:22]3[S:23][CH:24]=[CH:25][CH:26]=3)(=[O:21])=[O:20])[CH:15]=[CH:14][C:12]=2[N:13]=1)=O)(C)(C)C.FC(F)(F)C(O)=O, predict the reaction product. (4) The product is: [CH2:19]([NH:20][C:2]1[CH:11]=[C:10]([C:12]2[CH:13]=[CH:14][C:15]([F:18])=[CH:16][CH:17]=2)[C:9]2[C:4](=[CH:5][C:6]([CH2:19][N:20]3[CH:24]=[C:23]([C@@:25]([OH:32])([CH2:30][CH3:31])[C:26]([F:29])([F:28])[F:27])[N:22]=[N:21]3)=[CH:7][CH:8]=2)[N:3]=1)[C:6]1[CH:7]=[CH:8][CH:9]=[CH:4][CH:5]=1. Given the reactants Cl[C:2]1[CH:11]=[C:10]([C:12]2[CH:17]=[CH:16][C:15]([F:18])=[CH:14][CH:13]=2)[C:9]2[C:4](=[CH:5][C:6]([CH2:19][N:20]3[CH:24]=[C:23]([C:25]([OH:32])([CH2:30][CH3:31])[C:26]([F:29])([F:28])[F:27])[N:22]=[N:21]3)=[CH:7][CH:8]=2)[N:3]=1, predict the reaction product. (5) Given the reactants [C:1]([O:4][C@H:5](/[CH:7]=[CH:8]\[C:9]([NH:11][C@@H:12]1[CH2:17][C@H:16]([CH3:18])[C@H:15]([CH2:19]/[CH:20]=[C:21](\[CH3:57])/[CH:22]=[CH:23]/[C@H:24]2[O:31][C@H:30]([CH2:32][NH:33][C:34](=[O:55])[CH2:35][CH2:36][NH:37]C(OCC3C4C=CC=CC=4C4C3=CC=CC=4)=O)[CH2:29][C@:26]3([O:28][CH2:27]3)[C@@H:25]2[OH:56])[O:14][C@@H:13]1[CH3:58])=[O:10])[CH3:6])(=[O:3])[CH3:2].N1CCCCC1.NCCCCCC(N[C@H](C(N[C@H](C(NC1C=CC(COC(NNC(=O)C[C@H]2O[C@H](/C=C/C(/C)=C/C[C@H]3[C@@H](C)C[C@@H](NC(=O)/C=C\[C@@H](OC(=O)C)C)[C@@H](C)O3)[C@@H](O)[C@@]3(OC3)C2)=O)=CC=1)=O)CCCNC(=O)N)=O)C(C)C)=O, predict the reaction product. The product is: [C:1]([OH:4])(=[O:3])[CH3:2].[C:1]([O:4][C@H:5](/[CH:7]=[CH:8]\[C:9]([NH:11][C@@H:12]1[CH2:17][C@H:16]([CH3:18])[C@H:15]([CH2:19]/[CH:20]=[C:21](\[CH3:57])/[CH:22]=[CH:23]/[C@H:24]2[O:31][C@H:30]([CH2:32][NH:33][C:34](=[O:55])[CH2:35][CH2:36][NH2:37])[CH2:29][C@:26]3([O:28][CH2:27]3)[C@@H:25]2[OH:56])[O:14][C@@H:13]1[CH3:58])=[O:10])[CH3:6])(=[O:3])[CH3:2]. (6) Given the reactants [CH3:1][O:2][C:3]1[CH:8]=[C:7]([O:9][CH3:10])[N:6]=[C:5]([NH:11][C:12]([NH:14][S:15]([C:18]2[CH:27]=[C:26]([CH2:28][NH:29][S:30]([CH3:33])(=[O:32])=[O:31])[CH:25]=[CH:24][C:19]=2[C:20](OC)=[O:21])(=[O:17])=[O:16])=[O:13])[N:4]=1.[H-].[Al+3].[Li+].[H-].[H-].[H-], predict the reaction product. The product is: [CH3:10][O:9][C:7]1[CH:8]=[C:3]([O:2][CH3:1])[N:4]=[C:5]([NH:11][C:12]([NH:14][S:15]([C:18]2[CH:27]=[C:26]([CH2:28][NH:29][S:30]([CH3:33])(=[O:32])=[O:31])[CH:25]=[CH:24][C:19]=2[CH2:20][OH:21])(=[O:16])=[O:17])=[O:13])[N:6]=1. (7) Given the reactants C(=O)([O-])[O-].[K+].[K+].[CH2:7]([O:11][C:12]1[N:17]=[CH:16][C:15]([OH:18])=[CH:14][CH:13]=1)[CH:8]([CH3:10])[CH3:9].[Br:19][C:20]1[CH:21]=[C:22]([CH:25]=[CH:26][C:27]=1F)[C:23]#[N:24], predict the reaction product. The product is: [Br:19][C:20]1[CH:21]=[C:22]([CH:25]=[CH:26][C:27]=1[O:18][C:15]1[CH:16]=[N:17][C:12]([O:11][CH2:7][CH:8]([CH3:10])[CH3:9])=[CH:13][CH:14]=1)[C:23]#[N:24]. (8) Given the reactants [O:1]1[CH2:6][CH2:5][N:4]([C:7]2[CH:15]=[C:14]([C:16]([F:19])([F:18])[F:17])[C:10]([C:11]([OH:13])=O)=[CH:9][N:8]=2)[CH2:3][CH2:2]1.[NH2:20][C:21]1[CH:22]=[CH:23][C:24]2[CH2:29][CH2:28][O:27][B:26]([OH:30])[C:25]=2[CH:31]=1, predict the reaction product. The product is: [OH:30][B:26]1[C:25]2[CH:31]=[C:21]([NH:20][C:11](=[O:13])[C:10]3[C:14]([C:16]([F:19])([F:18])[F:17])=[CH:15][C:7]([N:4]4[CH2:3][CH2:2][O:1][CH2:6][CH2:5]4)=[N:8][CH:9]=3)[CH:22]=[CH:23][C:24]=2[CH2:29][CH2:28][O:27]1. (9) Given the reactants [N+:1]([C:4]1[CH:14]=[CH:13][CH:12]=[C:6]2[C:7]([O:9][C:10](=[O:11])[C:5]=12)=O)([O-:3])=[O:2].[NH2:15][CH2:16][CH2:17][CH2:18][C:19]([OH:21])=[O:20], predict the reaction product. The product is: [N+:1]([C:4]1[CH:14]=[CH:13][CH:12]=[C:6]2[C:7]([N:15]([CH2:16][CH2:17][CH2:18][C:19]([OH:21])=[O:20])[C:10](=[O:11])[C:5]=12)=[O:9])([O-:3])=[O:2].